This data is from Forward reaction prediction with 1.9M reactions from USPTO patents (1976-2016). The task is: Predict the product of the given reaction. (1) Given the reactants [Cl:1][C:2]1[N:10]=[CH:9][CH:8]=[CH:7][C:3]=1[C:4]([OH:6])=O.S(Cl)(Cl)=O.ClC1N=CC=CC=1C(Cl)=O.[Cl:25][C:26]1[C:31]([NH2:32])=[C:30]([CH3:33])[CH:29]=[CH:28][N:27]=1, predict the reaction product. The product is: [Cl:1][C:2]1[C:3]([C:4]([NH:32][C:31]2[C:26]([Cl:25])=[N:27][CH:28]=[CH:29][C:30]=2[CH3:33])=[O:6])=[CH:7][CH:8]=[CH:9][N:10]=1. (2) Given the reactants F[P-](F)(F)(F)(F)F.N1(O[P+](N(C)C)(N(C)C)N(C)C)C2C=CC=CC=2N=N1.[NH:28]1[C:36]2[C:31](=[CH:32][CH:33]=[CH:34][CH:35]=2)[CH:30]=[C:29]1[C:37]([OH:39])=O.C(N(CC)CC)C.Cl.[NH2:48][C:49]1([C:55]#[C:56][C:57]2[CH:66]=[CH:65][C:60]([C:61]([O:63][CH3:64])=[O:62])=[CH:59][CH:58]=2)[CH2:54][CH2:53][CH2:52][CH2:51][CH2:50]1, predict the reaction product. The product is: [NH:28]1[C:36]2[C:31](=[CH:32][CH:33]=[CH:34][CH:35]=2)[CH:30]=[C:29]1[C:37]([NH:48][C:49]1([C:55]#[C:56][C:57]2[CH:58]=[CH:59][C:60]([C:61]([O:63][CH3:64])=[O:62])=[CH:65][CH:66]=2)[CH2:54][CH2:53][CH2:52][CH2:51][CH2:50]1)=[O:39]. (3) Given the reactants [C:1]([Si:5]([CH3:32])([CH3:31])[O:6][C:7]1[CH:12]=[C:11]([O:13][CH2:14][C:15]2[CH:20]=[CH:19][C:18]([O:21][CH3:22])=[CH:17][CH:16]=2)[CH:10]=[CH:9][C:8]=1[C:23]([OH:30])=[CH:24][C:25](=[O:29])[CH:26]([CH3:28])[CH3:27])([CH3:4])([CH3:3])[CH3:2].[Br:33]N1C(=O)CCC1=O.O, predict the reaction product. The product is: [Br:33][CH:24]([C:25](=[O:29])[CH:26]([CH3:28])[CH3:27])[C:23]([C:8]1[CH:9]=[CH:10][C:11]([O:13][CH2:14][C:15]2[CH:20]=[CH:19][C:18]([O:21][CH3:22])=[CH:17][CH:16]=2)=[CH:12][C:7]=1[O:6][Si:5]([C:1]([CH3:4])([CH3:2])[CH3:3])([CH3:32])[CH3:31])=[O:30]. (4) The product is: [Cl:1][C:2]1[CH:3]=[C:4]2[C:9](=[C:10]([C:12]#[C:13][C:14]3[CH:19]=[CH:18][CH:17]=[CH:16][C:15]=3[F:20])[CH:11]=1)[O:8][CH:7]([C:21]([F:23])([F:24])[F:22])[C:6]([C:25]([O-:27])=[O:26])=[CH:5]2.[Na+:29]. Given the reactants [Cl:1][C:2]1[CH:3]=[C:4]2[C:9](=[C:10]([C:12]#[C:13][C:14]3[CH:19]=[CH:18][CH:17]=[CH:16][C:15]=3[F:20])[CH:11]=1)[O:8][CH:7]([C:21]([F:24])([F:23])[F:22])[C:6]([C:25]([OH:27])=[O:26])=[CH:5]2.[OH-].[Na+:29], predict the reaction product. (5) Given the reactants [F:1][C:2]([F:15])([F:14])[C:3]1[CH:4]=[C:5]2[C:9](=[CH:10][CH:11]=1)[C:8](=[O:12])O[C:6]2=[O:13].[CH3:16][C:17]([NH2:20])([CH3:19])[CH3:18], predict the reaction product. The product is: [C:17]([N:20]1[C:6](=[O:13])[C:5]2[C:9](=[CH:10][CH:11]=[C:3]([C:2]([F:1])([F:15])[F:14])[CH:4]=2)[C:8]1=[O:12])([CH3:19])([CH3:18])[CH3:16]. (6) The product is: [Cl:1][C:2]1[CH:3]=[CH:4][C:5]([NH:8][C:9](=[O:14])[C:10]([CH3:11])([CH3:13])[CH3:12])=[C:6]([C:30](=[O:31])[C:29]2[CH:38]=[CH:39][CH:40]=[C:41]([O:42][C:43]([F:45])([F:46])[F:44])[C:28]=2[O:27][CH3:26])[CH:7]=1. Given the reactants [Cl:1][C:2]1[CH:7]=[CH:6][C:5]([NH:8][C:9](=[O:14])[C:10]([CH3:13])([CH3:12])[CH3:11])=[CH:4][CH:3]=1.CCCCCC.C([Li])CCC.[CH3:26][O:27][C:28]1[C:41]([O:42][C:43]([F:46])([F:45])[F:44])=[CH:40][CH:39]=[CH:38][C:29]=1[C:30](N1CCOCC1)=[O:31].[Cl-].[NH4+], predict the reaction product. (7) Given the reactants [C:1]([O:5][C:6]([N:8]1[CH2:12][C@@H:11]([CH2:13][NH:14][CH:15]([CH3:17])[CH3:16])[C@H:10]([C:18]([CH3:26])([CH3:25])[O:19][SiH2:20][C:21]([CH3:24])([CH3:23])[CH3:22])[CH2:9]1)=[O:7])([CH3:4])([CH3:3])[CH3:2].[CH3:27][O:28][CH2:29][CH2:30][CH2:31][N:32]1[C:40]2[C:35](=[CH:36][CH:37]=[C:38]([C:41](O)=[O:42])[CH:39]=2)[CH:34]=[CH:33]1.C(N(CC)CC)C, predict the reaction product. The product is: [C:1]([O:5][C:6]([N:8]1[CH2:12][C@@H:11]([CH2:13][N:14]([CH:15]([CH3:16])[CH3:17])[C:41]([C:38]2[CH:39]=[C:40]3[C:35]([CH:34]=[CH:33][N:32]3[CH2:31][CH2:30][CH2:29][O:28][CH3:27])=[CH:36][CH:37]=2)=[O:42])[C@H:10]([C:18]([CH3:26])([CH3:25])[O:19][SiH2:20][C:21]([CH3:24])([CH3:23])[CH3:22])[CH2:9]1)=[O:7])([CH3:4])([CH3:2])[CH3:3]. (8) Given the reactants BrC1C=CC(OC)=C(C)C=1.[CH2:11]([O:18][C:19]1[CH:24]=[CH:23][C:22](Br)=[CH:21][C:20]=1[Cl:26])[C:12]1[CH:17]=[CH:16][CH:15]=[CH:14][CH:13]=1.C(N1CCNCC1)CC1C=CC=CC=1.[CH:41]1([CH2:47][CH2:48][CH2:49][N:50]2[CH2:55][CH2:54][NH:53][CH2:52][CH2:51]2)[CH2:46][CH2:45][CH2:44][CH2:43][CH2:42]1, predict the reaction product. The product is: [CH2:11]([O:18][C:19]1[CH:24]=[CH:23][C:22]([N:53]2[CH2:54][CH2:55][N:50]([CH2:49][CH2:48][CH2:47][CH:41]3[CH2:46][CH2:45][CH2:44][CH2:43][CH2:42]3)[CH2:51][CH2:52]2)=[CH:21][C:20]=1[Cl:26])[C:12]1[CH:17]=[CH:16][CH:15]=[CH:14][CH:13]=1. (9) Given the reactants C1COCC1.[N:6]([C:9]1([CH3:27])[CH2:15][CH2:14][CH2:13][N:12]([S:16]([C:19]2[CH:26]=[CH:25][CH:24]=[CH:23][C:20]=2[C:21]#[N:22])(=[O:18])=[O:17])[CH2:11][CH2:10]1)=[N+]=[N-].C1C=CC(P(C2C=CC=CC=2)C2C=CC=CC=2)=CC=1, predict the reaction product. The product is: [NH2:6][C:9]1([CH3:27])[CH2:15][CH2:14][CH2:13][N:12]([S:16]([C:19]2[CH:26]=[CH:25][CH:24]=[CH:23][C:20]=2[C:21]#[N:22])(=[O:18])=[O:17])[CH2:11][CH2:10]1. (10) Given the reactants [CH2:1]1[CH:9]2[N:4]([CH2:5][CH2:6][C:7](=O)[CH2:8]2)[CH2:3][CH2:2]1.[CH3:11][NH2:12], predict the reaction product. The product is: [CH3:11][NH:12][CH:7]1[CH2:8][CH:9]2[N:4]([CH2:3][CH2:2][CH2:1]2)[CH2:5][CH2:6]1.